From a dataset of Reaction yield outcomes from USPTO patents with 853,638 reactions. Predict the reaction yield, written as a fraction of the theoretical maximum amount of product (1.0 means a 100% yield; for example, 0.34 means a 34% yield). (1) The reactants are C[CH:2]1[C@H:8]2[N:9]([CH3:10])[C@H:5]([CH2:6][CH2:7]2)[C:4](=[N:11][CH2:12][C:13]2[CH:18]=[CH:17][CH:16]=[CH:15][CH:14]=2)[CH2:3]1.[CH3:19][O:20][C:21]1[CH:26]=[CH:25][C:24]([CH2:27][C:28](Cl)=[O:29])=[CH:23][CH:22]=1.Cl[CH2:32]Cl. No catalyst specified. The product is [CH3:19][O:20][C:21]1[CH:26]=[CH:25][C:24]([CH2:27][C:28]([N:11]([CH2:12][C:13]2[CH:14]=[CH:15][C:16]([CH3:32])=[CH:17][CH:18]=2)[C:4]2[C@H:5]3[N:9]([CH3:10])[C@H:8]([CH2:7][CH2:6]3)[CH2:2][CH:3]=2)=[O:29])=[CH:23][CH:22]=1. The yield is 0.180. (2) The reactants are C([Sn](CCCC)(CCCC)/[C:6](/[F:14])=[CH:7]/[C:8]1[CH:13]=[CH:12][CH:11]=[CH:10][CH:9]=1)CCC.Br[C:24]1[C:25]([NH2:42])=[N:26][CH:27]=[C:28]([C:30]2[CH:35]=[CH:34][C:33]([S:36]([CH:39]([CH3:41])[CH3:40])(=[O:38])=[O:37])=[CH:32][CH:31]=2)[N:29]=1. The catalyst is C1COCC1.[Pd]. The product is [F:14]/[C:6](/[C:24]1[C:25]([NH2:42])=[N:26][CH:27]=[C:28]([C:30]2[CH:35]=[CH:34][C:33]([S:36]([CH:39]([CH3:40])[CH3:41])(=[O:37])=[O:38])=[CH:32][CH:31]=2)[N:29]=1)=[CH:7]\[C:8]1[CH:9]=[CH:10][CH:11]=[CH:12][CH:13]=1. The yield is 0.189. (3) The reactants are [C:1]([O:5][C:6]([NH:8][C@@H:9]1[CH2:14][CH2:13][C@H:12]([NH:15][C:16]([C:18]2[C:19]([NH:25][C@H:26]3[CH2:31][CH2:30][C@H:29]([C:32]([O:34][CH3:35])=[O:33])[CH2:28][CH2:27]3)=[N:20][CH:21]=[C:22]([F:24])[CH:23]=2)=[O:17])[CH2:11][CH2:10]1)=[O:7])([CH3:4])([CH3:3])[CH3:2].[H-].[Na+].[C:38]([O-])(O)=[O:39].[Na+]. No catalyst specified. The product is [C:1]([O:5][C:6]([NH:8][C@@H:9]1[CH2:10][CH2:11][C@H:12]([N:15]2[C:16](=[O:17])[C:18]3[CH:23]=[C:22]([F:24])[CH:21]=[N:20][C:19]=3[N:25]([C@H:26]3[CH2:27][CH2:28][C@H:29]([C:32]([O:34][CH3:35])=[O:33])[CH2:30][CH2:31]3)[C:38]2=[O:39])[CH2:13][CH2:14]1)=[O:7])([CH3:4])([CH3:3])[CH3:2]. The yield is 0.430. (4) The reactants are [C:1]1([OH:11])[C:10]2[C:5](=[CH:6][CH:7]=[CH:8][CH:9]=2)[CH:4]=[CH:3][CH:2]=1.Br[CH2:13][C:14]([O:16][CH2:17][CH3:18])=[O:15].C([O-])([O-])=O.[K+].[K+]. The catalyst is CC#N. The product is [C:1]1([O:11][CH2:13][C:14]([O:16][CH2:17][CH3:18])=[O:15])[C:10]2[C:5](=[CH:6][CH:7]=[CH:8][CH:9]=2)[CH:4]=[CH:3][CH:2]=1. The yield is 0.950.